Predict the product of the given reaction. From a dataset of Forward reaction prediction with 1.9M reactions from USPTO patents (1976-2016). (1) Given the reactants [NH2:1][C:2]1[N:6]([C:7]2[C:12]([Cl:13])=[CH:11][C:10]([Cl:14])=[CH:9][C:8]=2[Cl:15])[N:5]=[C:4]([CH:16]2[CH2:18][CH2:17]2)[C:3]=1[C:19]([NH2:21])=[O:20].[OH:22][C:23]1[CH:24]=[C:25]([CH2:31][C:32](OCC)=O)[CH:26]=[CH:27][C:28]=1[O:29][CH3:30].[O-]CC.[Na+], predict the reaction product. The product is: [Cl:13][C:12]1[CH:11]=[C:10]([Cl:14])[CH:9]=[C:8]([Cl:15])[C:7]=1[N:6]1[C:2]2=[N:1][C:32]([CH2:31][C:25]3[CH:26]=[CH:27][C:28]([O:29][CH3:30])=[C:23]([OH:22])[CH:24]=3)=[N:21][C:19](=[O:20])[C:3]2=[C:4]([CH:16]2[CH2:17][CH2:18]2)[NH:5]1. (2) Given the reactants [CH3:1][O:2][C:3]1[CH:8]=[CH:7][CH:6]=[CH:5][C:4]=1B(O)O.C[O:13][C:14](=[O:43])[CH2:15][CH2:16][C:17]1[CH:22]=[CH:21][C:20]([O:23][C:24]2[CH:29]=[CH:28][CH:27]=[C:26]([O:30][C:31]3[CH:36]=[CH:35][C:34]([C:37]([F:40])([F:39])[F:38])=[CH:33][C:32]=3Br)[CH:25]=2)=[CH:19][C:18]=1[CH3:42], predict the reaction product. The product is: [CH3:1][O:2][C:3]1[CH:8]=[CH:7][CH:6]=[CH:5][C:4]=1[C:32]1[CH:33]=[C:34]([C:37]([F:40])([F:39])[F:38])[CH:35]=[CH:36][C:31]=1[O:30][C:26]1[CH:25]=[C:24]([CH:29]=[CH:28][CH:27]=1)[O:23][C:20]1[CH:21]=[CH:22][C:17]([CH2:16][CH2:15][C:14]([OH:43])=[O:13])=[C:18]([CH3:42])[CH:19]=1. (3) Given the reactants Br[C:2]1[CH:7]=[CH:6][C:5]([CH:8]([O:11][CH3:12])[O:9][CH3:10])=[CH:4][N:3]=1.C([Mg]Cl)(C)C.CN([CH:21]=[O:22])C, predict the reaction product. The product is: [CH3:10][O:9][CH:8]([O:11][CH3:12])[C:5]1[CH:6]=[CH:7][C:2]([CH:21]=[O:22])=[N:3][CH:4]=1. (4) Given the reactants Cl[C:2]1[N:7]=[C:6]([NH:8][CH2:9][CH2:10][CH2:11][N:12]2[CH2:17][CH2:16][O:15][CH2:14][CH2:13]2)[C:5]([C:18]2[NH:19][N:20]=[CH:21][CH:22]=2)=[CH:4][N:3]=1.[NH2:23][C:24]1[CH:29]=[CH:28][C:27]([S:30]([CH3:39])(=[N:32][C:33](=[O:38])[NH:34][CH:35]([CH3:37])[CH3:36])=[O:31])=[CH:26][CH:25]=1, predict the reaction product. The product is: [CH:35]([NH:34][C:33]([N:32]=[S:30]([C:27]1[CH:26]=[CH:25][C:24]([NH:23][C:2]2[N:7]=[C:6]([NH:8][CH2:9][CH2:10][CH2:11][N:12]3[CH2:17][CH2:16][O:15][CH2:14][CH2:13]3)[C:5]([C:18]3[NH:19][N:20]=[CH:21][CH:22]=3)=[CH:4][N:3]=2)=[CH:29][CH:28]=1)([CH3:39])=[O:31])=[O:38])([CH3:37])[CH3:36]. (5) Given the reactants [NH2:1][C:2]1[CH:7]=[C:6]([C:8]([F:11])([F:10])[F:9])[CH:5]=[CH:4][C:3]=1[N:12]1[CH2:17][CH2:16][CH2:15][C@H:14]([N:18]([CH3:26])[C:19](=[O:25])[O:20][C:21]([CH3:24])([CH3:23])[CH3:22])[CH2:13]1.C(N(CC)CC)C.[F:34][C:35]1[CH:43]=[CH:42][C:41]([I:44])=[CH:40][C:36]=1[C:37](Cl)=[O:38].CCOC(C)=O, predict the reaction product. The product is: [F:34][C:35]1[CH:43]=[CH:42][C:41]([I:44])=[CH:40][C:36]=1[C:37]([NH:1][C:2]1[CH:7]=[C:6]([C:8]([F:11])([F:9])[F:10])[CH:5]=[CH:4][C:3]=1[N:12]1[CH2:17][CH2:16][CH2:15][C@H:14]([N:18]([CH3:26])[C:19](=[O:25])[O:20][C:21]([CH3:22])([CH3:23])[CH3:24])[CH2:13]1)=[O:38]. (6) Given the reactants [Br:1][C:2]1[CH:3]=[N:4][NH:5][CH:6]=1.Cl[CH2:8][C:9]1[CH:17]=[CH:16][C:12]([C:13]([NH2:15])=[O:14])=[CH:11][CH:10]=1.C(=O)([O-])[O-].[K+].[K+].CCCCCCC, predict the reaction product. The product is: [Br:1][C:2]1[CH:3]=[N:4][N:5]([CH2:8][C:9]2[CH:17]=[CH:16][C:12]([C:13]([NH2:15])=[O:14])=[CH:11][CH:10]=2)[CH:6]=1. (7) Given the reactants [NH2:1][C:2]1[C:3]([C:20]([NH:22][C:23]2[CH:24]=[N:25][CH:26]=[CH:27][C:28]=2[N:29]2[CH2:34][CH2:33][CH2:32][C@H:31]([NH:35]C(=O)OC(C)(C)C)[CH2:30]2)=[O:21])=[N:4][C:5]([C:8]2[CH:13]=[C:12](/[CH:14]=[CH:15]\[CH:16]([CH3:18])[CH3:17])[CH:11]=[CH:10][C:9]=2[F:19])=[CH:6][CH:7]=1.C(O)(C(F)(F)F)=O.C(Cl)Cl, predict the reaction product. The product is: [NH2:1][C:2]1[C:3]([C:20]([NH:22][C:23]2[CH:24]=[N:25][CH:26]=[CH:27][C:28]=2[N:29]2[CH2:34][CH2:33][CH2:32][C@H:31]([NH2:35])[CH2:30]2)=[O:21])=[N:4][C:5]([C:8]2[CH:13]=[C:12]([CH2:14][CH2:15][CH:16]([CH3:17])[CH3:18])[CH:11]=[CH:10][C:9]=2[F:19])=[CH:6][CH:7]=1.